Dataset: Forward reaction prediction with 1.9M reactions from USPTO patents (1976-2016). Task: Predict the product of the given reaction. Given the reactants [CH3:1][O:2][C:3]1[C:25]([O:26][CH3:27])=[CH:24][C:6]2[N:7]([C:10]3[S:11][C:12]([C:21]([OH:23])=O)=[C:13]([C:15]4[CH:20]=[CH:19][CH:18]=[CH:17][CH:16]=4)[N:14]=3)[CH:8]=[N:9][C:5]=2[CH:4]=1.C(N(CC)C(C)C)C.CN(C(ON1N=NC2C=CC=NC1=2)=[N+](C)C)C.F[P-](F)(F)(F)(F)F.[NH2:60][C:61]1[CH:66]=[CH:65][CH:64]=[CH:63][CH:62]=1, predict the reaction product. The product is: [C:61]1([NH:60][C:21]([C:12]2[S:11][C:10]([N:7]3[C:6]4[CH:24]=[C:25]([O:26][CH3:27])[C:3]([O:2][CH3:1])=[CH:4][C:5]=4[N:9]=[CH:8]3)=[N:14][C:13]=2[C:15]2[CH:16]=[CH:17][CH:18]=[CH:19][CH:20]=2)=[O:23])[CH:66]=[CH:65][CH:64]=[CH:63][CH:62]=1.